This data is from Reaction yield outcomes from USPTO patents with 853,638 reactions. The task is: Predict the reaction yield, written as a fraction of the theoretical maximum amount of product (1.0 means a 100% yield; for example, 0.34 means a 34% yield). (1) The yield is 0.800. The reactants are [CH2:1]([O:8][C:9]1[CH:14]=[CH:13][C:12]([NH:15][C:16]2[C:25]3[C:20](=[CH:21][CH:22]=[C:23]([C:26]#[C:27][Si](C)(C)C)[CH:24]=3)[N:19]=[CH:18][N:17]=2)=[CH:11][CH:10]=1)[C:2]1[CH:7]=[CH:6][CH:5]=[CH:4][CH:3]=1.[F-].C([N+](CCCC)(CCCC)CCCC)CCC.O1CCCC1. No catalyst specified. The product is [CH2:1]([O:8][C:9]1[CH:10]=[CH:11][C:12]([NH:15][C:16]2[C:25]3[C:20](=[CH:21][CH:22]=[C:23]([C:26]#[CH:27])[CH:24]=3)[N:19]=[CH:18][N:17]=2)=[CH:13][CH:14]=1)[C:2]1[CH:7]=[CH:6][CH:5]=[CH:4][CH:3]=1. (2) The reactants are I[C:2]1[C:10]2[S:9][C:8]([NH:11][C:12]([C:14]3[S:15][C:16]([CH3:19])=[CH:17][CH:18]=3)=[O:13])=[N:7][C:6]=2[C:5]([O:20][CH3:21])=[CH:4][CH:3]=1.[N+:22]([C:25]1[CH:26]=[C:27](B(O)O)[CH:28]=[CH:29][CH:30]=1)([O-:24])=[O:23]. No catalyst specified. The product is [N+:22]([C:25]1[CH:30]=[C:29]([C:2]2[C:10]3[S:9][C:8]([NH:11][C:12]([C:14]4[S:15][C:16]([CH3:19])=[CH:17][CH:18]=4)=[O:13])=[N:7][C:6]=3[C:5]([O:20][CH3:21])=[CH:4][CH:3]=2)[CH:28]=[CH:27][CH:26]=1)([O-:24])=[O:23]. The yield is 0.420. (3) The reactants are [NH:1]1[CH2:6][CH2:5][CH:4]([N:7]2[C:16](=[O:17])[CH2:15][C:14]3[C:9](=[CH:10][CH:11]=[CH:12][CH:13]=3)[CH2:8]2)[CH2:3][CH2:2]1.Cl[C:19]1[C:27]2[NH:26][N:25]=[CH:24][C:23]=2[C:22]2[CH2:28][N:29]([CH2:54][C:55]([CH3:58])([CH3:57])[CH3:56])[C:30](=[O:53])[C@@H:31]([CH2:33][C:34](=[O:52])N3CCC(N4CC5C(=CC=CC=5)NC4=O)CC3)[CH2:32][C:21]=2[CH:20]=1. No catalyst specified. The product is [CH2:54]([N:29]1[C:30](=[O:53])[C@H:31]([CH2:33][C:34](=[O:52])[N:1]2[CH2:6][CH2:5][CH:4]([N:7]3[C:16](=[O:17])[CH2:15][C:14]4[C:9](=[CH:10][CH:11]=[CH:12][CH:13]=4)[CH2:8]3)[CH2:3][CH2:2]2)[CH2:32][C:21]2[CH:20]=[CH:19][C:27]3[NH:26][N:25]=[CH:24][C:23]=3[C:22]=2[CH2:28]1)[C:55]([CH3:58])([CH3:57])[CH3:56]. The yield is 0.400. (4) The reactants are [NH2:1][NH2:2].[Br:3][C:4]1[CH:11]=[CH:10][C:7]([CH:8]=O)=[C:6](F)[CH:5]=1. No catalyst specified. The product is [Br:3][C:4]1[CH:5]=[C:6]2[C:7]([CH:8]=[N:1][NH:2]2)=[CH:10][CH:11]=1. The yield is 0.760. (5) The reactants are Br[C:2]1[CH:7]=[C:6]([Cl:8])[CH:5]=[C:4]([Br:9])[CH:3]=1.CC1(C)C(C)(C)OB([C:18]2[CH:23]=[CH:22][N:21]=[CH:20][CH:19]=2)O1.C([O-])([O-])=O.[K+].[K+]. The catalyst is C1C=CC([P]([Pd]([P](C2C=CC=CC=2)(C2C=CC=CC=2)C2C=CC=CC=2)([P](C2C=CC=CC=2)(C2C=CC=CC=2)C2C=CC=CC=2)[P](C2C=CC=CC=2)(C2C=CC=CC=2)C2C=CC=CC=2)(C2C=CC=CC=2)C2C=CC=CC=2)=CC=1. The product is [Br:9][C:4]1[CH:3]=[C:2]([C:18]2[CH:23]=[CH:22][N:21]=[CH:20][CH:19]=2)[CH:7]=[C:6]([Cl:8])[CH:5]=1. The yield is 0.500. (6) The reactants are Br[C:2]1[C:3]([NH2:22])=[N:4][CH:5]=[C:6]([C:8]2[CH:13]=[CH:12][C:11]([O:14][Si:15]([C:18]([CH3:21])([CH3:20])[CH3:19])([CH3:17])[CH3:16])=[CH:10][CH:9]=2)[N:7]=1.[CH3:23][N:24]([CH3:34])[C:25]1[CH:30]=[CH:29][C:28](B(O)O)=[CH:27][CH:26]=1.C([O-])([O-])=O.[Na+].[Na+].O. The catalyst is C1(C)C=CC=CC=1.C(O)C.Cl[Pd](Cl)([P](C1C=CC=CC=1)(C1C=CC=CC=1)C1C=CC=CC=1)[P](C1C=CC=CC=1)(C1C=CC=CC=1)C1C=CC=CC=1. The product is [Si:15]([O:14][C:11]1[CH:12]=[CH:13][C:8]([C:6]2[N:7]=[C:2]([C:28]3[CH:29]=[CH:30][C:25]([N:24]([CH3:34])[CH3:23])=[CH:26][CH:27]=3)[C:3]([NH2:22])=[N:4][CH:5]=2)=[CH:9][CH:10]=1)([C:18]([CH3:21])([CH3:20])[CH3:19])([CH3:17])[CH3:16]. The yield is 0.883. (7) The reactants are [H-].[Na+].[NH:3]1[C:7]2=[N:8][CH:9]=[CH:10][CH:11]=[C:6]2[CH:5]=[CH:4]1.Br[CH2:13][CH2:14][CH2:15][CH2:16][CH3:17]. The catalyst is CN(C)C=O. The yield is 1.00. The product is [CH2:13]([N:3]1[C:7]2=[N:8][CH:9]=[CH:10][CH:11]=[C:6]2[CH:5]=[CH:4]1)[CH2:14][CH2:15][CH2:16][CH3:17]. (8) The reactants are Br[C:2]1[CH:23]=[CH:22][C:5]([C:6]([NH:8][S:9]([C:12]2[CH:17]=[CH:16][CH:15]=[CH:14][C:13]=2[S:18](=[O:21])(=[O:20])[NH2:19])(=[O:11])=[O:10])=[O:7])=[CH:4][C:3]=1[O:24][CH3:25].[CH3:26][C:27]([CH3:40])([CH3:39])[C:28]#[C:29]B(OC(C)C)OC(C)C.C(=O)([O-])[O-].[Na+].[Na+]. The catalyst is CN(C)C=O. The product is [CH3:26][C:27]([CH3:40])([CH3:39])[C:28]#[C:29][C:2]1[CH:23]=[CH:22][C:5]([C:6]([NH:8][S:9]([C:12]2[CH:17]=[CH:16][CH:15]=[CH:14][C:13]=2[S:18](=[O:21])(=[O:20])[NH2:19])(=[O:11])=[O:10])=[O:7])=[CH:4][C:3]=1[O:24][CH3:25]. The yield is 0.0800. (9) The reactants are S(Cl)([Cl:3])=O.[N:5]1[CH:10]=[CH:9][CH:8]=[C:7]([CH2:11]O)[CH:6]=1. The catalyst is C(Cl)(Cl)Cl. The product is [ClH:3].[Cl:3][CH2:11][C:7]1[CH:6]=[N:5][CH:10]=[CH:9][CH:8]=1. The yield is 0.636. (10) The reactants are [NH:1]1[C:5]2[CH:6]=[CH:7][CH:8]=[CH:9][C:4]=2[N:3]=[CH:2]1.[F:10][C:11]1[CH:43]=[CH:42][C:14]([CH2:15][N:16]2[CH:20]=[C:19]([NH:21][C:22](=[O:41])[C:23]3[CH:28]=[CH:27][CH:26]=[C:25]([CH2:29]OC4C=CC=CC=4C(F)(F)F)[CH:24]=3)[CH:18]=[N:17]2)=[CH:13][CH:12]=1. No catalyst specified. The product is [N:1]1([CH2:29][C:25]2[CH:24]=[C:23]([CH:28]=[CH:27][CH:26]=2)[C:22]([NH:21][C:19]2[CH:18]=[N:17][N:16]([CH2:15][C:14]3[CH:42]=[CH:43][C:11]([F:10])=[CH:12][CH:13]=3)[CH:20]=2)=[O:41])[C:5]2[CH:6]=[CH:7][CH:8]=[CH:9][C:4]=2[N:3]=[CH:2]1. The yield is 0.760.